From a dataset of Full USPTO retrosynthesis dataset with 1.9M reactions from patents (1976-2016). Predict the reactants needed to synthesize the given product. (1) Given the product [CH3:26][O:25][C:21]1[C:22]([CH3:24])=[CH:23][C:18]([C:8]2([C:4]3[CH:5]=[CH:6][CH:7]=[C:2]([C:32]4[CH:33]=[N:28][CH:29]=[N:30][CH:31]=4)[CH:3]=3)[C:16]3[C:11](=[N:12][CH:13]=[CH:14][CH:15]=3)[C:10]([NH2:17])=[N:9]2)=[N:19][C:20]=1[CH3:27], predict the reactants needed to synthesize it. The reactants are: Br[C:2]1[CH:3]=[C:4]([C:8]2([C:18]3[CH:23]=[C:22]([CH3:24])[C:21]([O:25][CH3:26])=[C:20]([CH3:27])[N:19]=3)[C:16]3[C:11](=[N:12][CH:13]=[CH:14][CH:15]=3)[C:10]([NH2:17])=[N:9]2)[CH:5]=[CH:6][CH:7]=1.[N:28]1[CH:33]=[C:32](B(O)O)[CH:31]=[N:30][CH:29]=1.C(=O)([O-])[O-].[K+].[K+].O. (2) Given the product [CH3:1][O:2][C:3](=[O:14])[C:4]1[CH:9]=[C:8]([O:15][C:16]2[CH:17]=[C:18]3[C:23](=[CH:24][CH:25]=2)[N:22]=[CH:21][CH:20]=[CH:19]3)[CH:7]=[CH:6][C:5]=1[N+:11]([O-:13])=[O:12], predict the reactants needed to synthesize it. The reactants are: [CH3:1][O:2][C:3](=[O:14])[C:4]1[CH:9]=[C:8](Cl)[CH:7]=[CH:6][C:5]=1[N+:11]([O-:13])=[O:12].[OH:15][C:16]1[CH:17]=[C:18]2[C:23](=[CH:24][CH:25]=1)[N:22]=[CH:21][CH:20]=[CH:19]2.C(=O)([O-])[O-].[Na+].[Na+]. (3) Given the product [CH3:1][C:21]1([C:25]([O:27][CH2:28][CH3:29])=[O:26])[CH2:22][CH2:23][CH2:24][N:19]([C:30]([O:32][C:33]([CH3:35])([CH3:34])[CH3:36])=[O:31])[CH2:20]1, predict the reactants needed to synthesize it. The reactants are: [CH:1](NC(C)C)(C)C.C([Li])CCC.CCCCCC.[N:19]1([C:30]([O:32][C:33]([CH3:36])([CH3:35])[CH3:34])=[O:31])[CH2:24][CH2:23][CH2:22][CH:21]([C:25]([O:27][CH2:28][CH3:29])=[O:26])[CH2:20]1.CI.[Cl-].[NH4+]. (4) Given the product [C:1]([O:5][C:6]([N:8]1[CH2:9][CH2:10][N:11]([C:14]2[C:19]([Cl:20])=[CH:18][C:17]([NH2:21])=[CH:16][N:15]=2)[CH2:12][CH2:13]1)=[O:7])([CH3:4])([CH3:2])[CH3:3], predict the reactants needed to synthesize it. The reactants are: [C:1]([O:5][C:6]([N:8]1[CH2:13][CH2:12][N:11]([C:14]2[C:19]([Cl:20])=[CH:18][C:17]([N+:21]([O-])=O)=[CH:16][N:15]=2)[CH2:10][CH2:9]1)=[O:7])([CH3:4])([CH3:3])[CH3:2].[BH4-].[Na+]. (5) Given the product [OH:11][C:12]1[CH:17]=[CH:16][C:15]([C:18]([C:20]2[CH:25]=[CH:24][C:23]([OH:26])=[CH:22][CH:21]=2)=[C:1]([C:5]2[CH:10]=[CH:9][CH:8]=[CH:7][CH:6]=2)[CH2:2][CH3:3])=[CH:14][CH:13]=1, predict the reactants needed to synthesize it. The reactants are: [C:1]([C:5]1[CH:10]=[CH:9][CH:8]=[CH:7][CH:6]=1)(=O)[CH2:2][CH3:3].[OH:11][C:12]1[CH:17]=[CH:16][C:15]([C:18]([C:20]2[CH:25]=[CH:24][C:23]([OH:26])=[CH:22][CH:21]=2)=O)=[CH:14][CH:13]=1. (6) Given the product [OH:29][C:28]1[C:27]2[C:22](=[CH:23][CH:24]=[CH:25][CH:26]=2)[C:21]([CH3:35])([CH2:30][CH2:31][CH:32]([CH3:33])[CH3:34])[C:20](=[O:36])[C:19]=1[C:14]1[NH:13][C:12]2[CH:37]=[CH:38][C:9]([OH:8])=[CH:10][C:11]=2[S:16](=[O:17])(=[O:18])[N:15]=1, predict the reactants needed to synthesize it. The reactants are: C([O:8][C:9]1[CH:38]=[CH:37][C:12]2[NH:13][C:14]([C:19]3[C:20](=[O:36])[C:21]([CH3:35])([CH2:30][CH2:31][CH:32]([CH3:34])[CH3:33])[C:22]4[C:27]([C:28]=3[OH:29])=[CH:26][CH:25]=[CH:24][CH:23]=4)=[N:15][S:16](=[O:18])(=[O:17])[C:11]=2[CH:10]=1)C1C=CC=CC=1. (7) Given the product [Cl:12][C:9]1[CH:10]=[C:11]2[C:6](=[CH:7][CH:8]=1)[N:5]=[CH:4][CH:3]=[C:2]2[B:17]1[O:21][C:20]([CH3:23])([CH3:22])[C:19]([CH3:25])([CH3:24])[O:18]1, predict the reactants needed to synthesize it. The reactants are: Br[C:2]1[C:11]2[C:6](=[CH:7][CH:8]=[C:9]([Cl:12])[CH:10]=2)[N:5]=[CH:4][CH:3]=1.C(O[B:17]1[O:21][C:20]([CH3:23])([CH3:22])[C:19]([CH3:25])([CH3:24])[O:18]1)(C)C.[Li]CCCC. (8) Given the product [CH3:1][O:2][C:3]([C:4]1[C:5]([C:34]2[CH:35]=[CH:36][C:31]([C:30]([F:41])([F:40])[F:29])=[CH:32][CH:33]=2)=[CH:6][C:7]([O:10][CH3:11])=[CH:8][CH:9]=1)=[O:20], predict the reactants needed to synthesize it. The reactants are: [CH3:1][O:2][C:3](=[O:20])[C:4]1[CH:9]=[CH:8][C:7]([O:10][CH3:11])=[CH:6][C:5]=1OS(C(F)(F)F)(=O)=O.[Li+].[Cl-].C([O-])([O-])=O.[Na+].[Na+].[F:29][C:30]([F:41])([F:40])[C:31]1[CH:36]=[CH:35][C:34](B(O)O)=[CH:33][CH:32]=1. (9) Given the product [CH3:1][N:2]1[C@@H:19]2[CH2:20][C:7]3=[CH:8][CH:9]=[C:10]([OH:22])[C:11]4[O:12][C@H:13]5[C:14]([CH2:16][CH2:17][C@:18]2([OH:21])[C@:5]5([C:6]=43)[CH2:4][CH2:3]1)=[O:15].[ClH:24], predict the reactants needed to synthesize it. The reactants are: [CH3:1][N:2]1[C@@H:19]2[CH2:20][C:7]3=[CH:8][CH:9]=[C:10]([OH:22])[C:11]4[O:12][C@H:13]5[C:14]([CH2:16][CH2:17][C@:18]2([OH:21])[C@:5]5([C:6]=43)[CH2:4][CH2:3]1)=[O:15].O.[ClH:24].